This data is from Forward reaction prediction with 1.9M reactions from USPTO patents (1976-2016). The task is: Predict the product of the given reaction. (1) Given the reactants [N+:1]([CH3:4])([O-:3])=[O:2].[CH2:5]([O:7][C:8](=[O:25])[CH:9]=[C:10]1[CH2:15][CH2:14][C:13]([N:22]([CH3:24])[CH3:23])([C:16]2[CH:21]=[CH:20][CH:19]=[CH:18][CH:17]=2)[CH2:12][CH2:11]1)[CH3:6].O.O.O.[F-].C([N+](CCCC)(CCCC)CCCC)CCC, predict the reaction product. The product is: [CH2:5]([O:7][C:8](=[O:25])[CH2:9][CH:10]1[CH2:15][CH2:14][C:13]([N:22]([CH3:23])[CH3:24])([C:16]2[CH:17]=[CH:18][CH:19]=[CH:20][CH:21]=2)[CH2:12][CH:11]1[CH2:4][N+:1]([O-:3])=[O:2])[CH3:6]. (2) Given the reactants [C:1]([O:5][C:6]([NH:8][CH2:9][CH2:10][CH2:11][C@@H:12]([CH2:16][C:17]1[N:18]=[CH:19][N:20]2[C:29]3[C:24](=[CH:25][CH:26]=[CH:27][CH:28]=3)[CH2:23][CH2:22][C:21]=12)[C:13]([OH:15])=[O:14])=[O:7])([CH3:4])([CH3:3])[CH3:2].Cl.CN(C)[CH2:33][CH2:34]CN=C=NCC.C(=O)([O-])O.[Na+], predict the reaction product. The product is: [C:1]([O:5][C:6]([NH:8][CH2:9][CH2:10][CH2:11][C@@H:12]([CH2:16][C:17]1[N:18]=[CH:19][N:20]2[C:29]3[C:24](=[CH:25][CH:26]=[CH:27][CH:28]=3)[CH2:23][CH2:22][C:21]=12)[C:13]([O:15][CH2:33][CH3:34])=[O:14])=[O:7])([CH3:4])([CH3:2])[CH3:3]. (3) Given the reactants [Cl:1][C:2]1[CH:24]=[CH:23][C:5]2[N:6]=[C:7]([NH:9][C:10]3[N:14]([CH3:15])[C:13]4[CH:16]=[CH:17][C:18]([C:20](O)=[O:21])=[CH:19][C:12]=4[N:11]=3)[S:8][C:4]=2[CH:3]=1.[NH2:25][C@@H:26]1[CH2:30][CH2:29][N:28]([C:31](=[O:35])[C@H:32]([OH:34])[CH3:33])[CH2:27]1.CN(C(ON1N=NC2C=CC=CC1=2)=[N+](C)C)C.F[P-](F)(F)(F)(F)F.CCN(C(C)C)C(C)C, predict the reaction product. The product is: [OH:34][C@H:32]([CH3:33])[C:31]([N:28]1[CH2:29][CH2:30][C@@H:26]([NH:25][C:20]([C:18]2[CH:17]=[CH:16][C:13]3[N:14]([CH3:15])[C:10]([NH:9][C:7]4[S:8][C:4]5[CH:3]=[C:2]([Cl:1])[CH:24]=[CH:23][C:5]=5[N:6]=4)=[N:11][C:12]=3[CH:19]=2)=[O:21])[CH2:27]1)=[O:35]. (4) Given the reactants [C:1]([NH:5][C:6](=[O:21])[C:7]([C:9]1[C:10]([F:20])=[C:11]([C:15]([O:17][CH2:18][CH3:19])=[O:16])[N:12]([CH3:14])[CH:13]=1)=[O:8])([CH3:4])([CH3:3])[CH3:2].C1C(=O)N([Br:29])C(=O)C1.C(#N)C, predict the reaction product. The product is: [Br:29][C:13]1[N:12]([CH3:14])[C:11]([C:15]([O:17][CH2:18][CH3:19])=[O:16])=[C:10]([F:20])[C:9]=1[C:7](=[O:8])[C:6]([NH:5][C:1]([CH3:2])([CH3:4])[CH3:3])=[O:21]. (5) Given the reactants [CH3:1][S:2]([OH:5])(=[O:4])=[O:3].[C:6]([C@H:9]1[O:14][CH2:13][C@H:12]([NH:15][C:16]([C@@H:18]2[NH:32][C:31]3([CH2:37][CH2:36][C:35]([CH3:39])([CH3:38])[CH2:34][CH2:33]3)[C@:20]3([C:28]4[C:23](=[CH:24][C:25]([Cl:29])=[CH:26][CH:27]=4)[NH:22][C:21]3=[O:30])[C@H:19]2[C:40]2[CH:45]=[CH:44][N:43]=[C:42]([Cl:46])[C:41]=2[F:47])=[O:17])[CH2:11][CH2:10]1)(=[O:8])[NH2:7], predict the reaction product. The product is: [OH2:3].[CH3:1][S:2]([OH:5])(=[O:4])=[O:3].[C:6]([C@H:9]1[O:14][CH2:13][C@H:12]([NH:15][C:16]([C@@H:18]2[NH:32][C:31]3([CH2:33][CH2:34][C:35]([CH3:39])([CH3:38])[CH2:36][CH2:37]3)[C@:20]3([C:28]4[C:23](=[CH:24][C:25]([Cl:29])=[CH:26][CH:27]=4)[NH:22][C:21]3=[O:30])[C@H:19]2[C:40]2[CH:45]=[CH:44][N:43]=[C:42]([Cl:46])[C:41]=2[F:47])=[O:17])[CH2:11][CH2:10]1)(=[O:8])[NH2:7].